From a dataset of Full USPTO retrosynthesis dataset with 1.9M reactions from patents (1976-2016). Predict the reactants needed to synthesize the given product. Given the product [OH2:7].[ClH:30].[NH:1]1[CH:5]=[CH:4][CH:3]=[C:2]1[C:6]([N:8]1[CH2:9][CH2:10][N:11]([C:14]2[CH:25]=[CH:24][C:17]([C:18]([NH:20][C:21]([NH2:23])=[NH:22])=[O:19])=[CH:16][C:15]=2[C:26]([F:28])([F:29])[F:27])[CH2:12][CH2:13]1)=[O:7], predict the reactants needed to synthesize it. The reactants are: [NH:1]1[CH:5]=[CH:4][CH:3]=[C:2]1[C:6]([N:8]1[CH2:13][CH2:12][N:11]([C:14]2[CH:25]=[CH:24][C:17]([C:18]([NH:20][C:21]([NH2:23])=[NH:22])=[O:19])=[CH:16][C:15]=2[C:26]([F:29])([F:28])[F:27])[CH2:10][CH2:9]1)=[O:7].[ClH:30].